Task: Predict which catalyst facilitates the given reaction.. Dataset: Catalyst prediction with 721,799 reactions and 888 catalyst types from USPTO Reactant: Cl.[NH2:2][C@@H:3]([C:20]1[CH:25]=[CH:24][CH:23]=[CH:22][CH:21]=1)[C:4]([F:19])([F:18])[CH2:5][CH:6]1[C:11](=[O:12])[N:10]([CH:13]([CH3:15])[CH3:14])[C:9](=[O:16])[NH:8][C:7]1=O. Product: [F:18][C:4]1([F:19])[C@H:3]([C:20]2[CH:25]=[CH:24][CH:23]=[CH:22][CH:21]=2)[NH:2][C:7]2[NH:8][C:9](=[O:16])[N:10]([CH:13]([CH3:15])[CH3:14])[C:11](=[O:12])[C:6]=2[CH2:5]1. The catalyst class is: 23.